Dataset: Catalyst prediction with 721,799 reactions and 888 catalyst types from USPTO. Task: Predict which catalyst facilitates the given reaction. (1) Reactant: [Cl:1][C:2]1[CH:3]=[CH:4][C:5]([NH:12][C:13]2[CH:14]=[C:15]3[C:19](=[CH:20][CH:21]=2)[N:18]([C:22]2[CH:23]=[N:24][CH:25]=[CH:26][CH:27]=2)[CH:17]=[CH:16]3)=[C:6]([CH:11]=1)[C:7]([O:9]C)=[O:8].[OH-].[Na+].O.Cl. Product: [Cl:1][C:2]1[CH:3]=[CH:4][C:5]([NH:12][C:13]2[CH:14]=[C:15]3[C:19](=[CH:20][CH:21]=2)[N:18]([C:22]2[CH:23]=[N:24][CH:25]=[CH:26][CH:27]=2)[CH:17]=[CH:16]3)=[C:6]([CH:11]=1)[C:7]([OH:9])=[O:8]. The catalyst class is: 8. (2) Reactant: [CH2:1]([C:4]1([OH:15])[CH2:7][N:6]([C:8]([O:10][C:11]([CH3:14])([CH3:13])[CH3:12])=[O:9])[CH2:5]1)[CH:2]=[CH2:3].[OH-:16].[Na+].OO. The catalyst class is: 1. Product: [OH:15][C:4]1([CH2:1][CH2:2][CH2:3][OH:16])[CH2:7][N:6]([C:8]([O:10][C:11]([CH3:14])([CH3:13])[CH3:12])=[O:9])[CH2:5]1.